This data is from Forward reaction prediction with 1.9M reactions from USPTO patents (1976-2016). The task is: Predict the product of the given reaction. Given the reactants Br[C:2]1[CH:7]=[CH:6][C:5]([C@@H:8]([N:10]2[CH2:15][CH2:14][C@@:13]([C:20]3[CH:25]=[CH:24][C:23]([F:26])=[CH:22][CH:21]=3)([CH2:16][CH2:17][CH2:18][OH:19])[O:12][C:11]2=[O:27])[CH3:9])=[CH:4][CH:3]=1.Cl[C:29]1[CH:34]=[CH:33][N:32]=[CH:31][N:30]=1, predict the reaction product. The product is: [F:26][C:23]1[CH:24]=[CH:25][C:20]([C@:13]2([CH2:16][CH2:17][CH2:18][OH:19])[O:12][C:11](=[O:27])[N:10]([C@H:8]([C:5]3[CH:6]=[CH:7][C:2]([C:29]4[CH:34]=[CH:33][N:32]=[CH:31][N:30]=4)=[CH:3][CH:4]=3)[CH3:9])[CH2:15][CH2:14]2)=[CH:21][CH:22]=1.